Dataset: Reaction yield outcomes from USPTO patents with 853,638 reactions. Task: Predict the reaction yield, written as a fraction of the theoretical maximum amount of product (1.0 means a 100% yield; for example, 0.34 means a 34% yield). (1) The reactants are [F:1][C:2]1[C:31]([F:32])=[CH:30][CH:29]=[CH:28][C:3]=1[O:4][C:5]1[CH:10]=[CH:9][C:8]([C:11]2[C:19]3[C:14](=[N:15][CH:16]=[N:17][C:18]=3[NH2:20])[N:13]([CH2:21][C@H:22]3[CH2:26][CH2:25][CH2:24][NH:23]3)[N:12]=2)=[C:7]([F:27])[CH:6]=1.[C:33]([CH2:35][C:36](O)=[O:37])#[N:34].CN(C(ON1N=NC2C=CC=NC1=2)=[N+](C)C)C.F[P-](F)(F)(F)(F)F. The product is [NH2:20][C:18]1[N:17]=[CH:16][N:15]=[C:14]2[N:13]([CH2:21][C@H:22]3[CH2:26][CH2:25][CH2:24][N:23]3[C:36](=[O:37])[CH2:35][C:33]#[N:34])[N:12]=[C:11]([C:8]3[CH:9]=[CH:10][C:5]([O:4][C:3]4[CH:28]=[CH:29][CH:30]=[C:31]([F:32])[C:2]=4[F:1])=[CH:6][C:7]=3[F:27])[C:19]=12. The yield is 0.830. The catalyst is CN(C)C=O. (2) The reactants are B.O1CCCC1.[N+:7]([C:10]1[CH:11]=[C:12]([CH2:16][C:17]#[N:18])[CH:13]=[CH:14][CH:15]=1)([O-:9])=[O:8].Cl.[OH-].[Na+]. The catalyst is O1CCCC1. The product is [N+:7]([C:10]1[CH:11]=[C:12]([CH:13]=[CH:14][CH:15]=1)[CH2:16][CH2:17][NH2:18])([O-:9])=[O:8]. The yield is 1.00. (3) The reactants are [NH2:1][C:2]1[CH:7]=[C:6]([CH3:8])[CH:5]=[CH:4][N:3]=1.N1C=CC=CC=1.[Cl:15][C:16]1[CH:21]=[C:20]([O:22][C:23]2[C:24]3[N:31]([CH3:32])[CH:30]=[CH:29][C:25]=3[N:26]=[CH:27][N:28]=2)[CH:19]=[CH:18][C:17]=1[NH:33][C:34](=O)[O:35]C1C=CC=CC=1. The catalyst is CN1CCCC1=O. The product is [Cl:15][C:16]1[CH:21]=[C:20]([O:22][C:23]2[C:24]3[N:31]([CH3:32])[CH:30]=[CH:29][C:25]=3[N:26]=[CH:27][N:28]=2)[CH:19]=[CH:18][C:17]=1[NH:33][C:34]([NH:1][C:2]1[CH:7]=[C:6]([CH3:8])[CH:5]=[CH:4][N:3]=1)=[O:35]. The yield is 0.150. (4) The reactants are [H-].C([Al+]CC(C)C)C(C)C.[CH:11]1([C:14]([NH:16][C:17]2[N:18]=[CH:19][C:20]3[C:25]([CH:26]=2)=[CH:24][CH:23]=[C:22]([C:27]2[C:36]([CH3:37])=[CH:35][C:30]([C:31](OC)=[O:32])=[C:29]([F:38])[CH:28]=2)[CH:21]=3)=[O:15])[CH2:13][CH2:12]1. The catalyst is C1COCC1. The product is [F:38][C:29]1[C:30]([CH2:31][OH:32])=[CH:35][C:36]([CH3:37])=[C:27]([C:22]2[CH:21]=[C:20]3[C:25]([CH:26]=[C:17]([NH:16][C:14]([CH:11]4[CH2:13][CH2:12]4)=[O:15])[N:18]=[CH:19]3)=[CH:24][CH:23]=2)[CH:28]=1. The yield is 0.560. (5) The reactants are O1CCCC1.C([O:8][C:9]([C:11]1[O:12][C:13]2[CH:19]=[CH:18][C:17]([O:20][CH2:21][C:22]3[CH:27]=[CH:26][CH:25]=[CH:24][CH:23]=3)=[CH:16][C:14]=2[CH:15]=1)=O)C.[H-].[Al+3].[Li+].[H-].[H-].[H-].[OH-].[Na+]. The catalyst is O. The product is [CH2:21]([O:20][C:17]1[CH:18]=[CH:19][C:13]2[O:12][C:11]([CH2:9][OH:8])=[CH:15][C:14]=2[CH:16]=1)[C:22]1[CH:23]=[CH:24][CH:25]=[CH:26][CH:27]=1. The yield is 0.740. (6) The reactants are ON1C(=O)N(O)C(=O)N(O)[C:3]1=[O:12].[C:13]([OH:16])(=[O:15])[CH3:14].[O:17]=O.[CH3:19][C:20]1C=C[C:23](C)=[CH:24][CH:25]=1. The product is [C:3]([OH:12])(=[O:17])[C:25]1[CH:24]=[CH:23][C:14]([C:13]([OH:16])=[O:15])=[CH:19][CH:20]=1. The yield is 0.970. The catalyst is C([O-])(=O)C.[Co+2].C([O-])(=O)C.C([O-])(=O)C.[Mn+2].C([O-])(=O)C.O.